From a dataset of Forward reaction prediction with 1.9M reactions from USPTO patents (1976-2016). Predict the product of the given reaction. (1) Given the reactants [Br:1][C:2]1[CH:7]=[CH:6][CH:5]=[CH:4][C:3]=1[OH:8].Cl[CH2:10][O:11][CH3:12].C(=O)([O-])[O-].[Na+].[Na+], predict the reaction product. The product is: [Br:1][C:2]1[CH:7]=[CH:6][CH:5]=[CH:4][C:3]=1[O:8][CH2:10][O:11][CH3:12]. (2) Given the reactants [F-].C([N+](CCCC)(CCCC)CCCC)CCC.[F:19][C:20]1[CH:21]=[C:22]([C:29]#[C:30][Si](C)(C)C)[CH:23]=[C:24]([F:28])[C:25]=1[O:26][CH3:27], predict the reaction product. The product is: [C:29]([C:22]1[CH:21]=[C:20]([F:19])[C:25]([O:26][CH3:27])=[C:24]([F:28])[CH:23]=1)#[CH:30].